This data is from Full USPTO retrosynthesis dataset with 1.9M reactions from patents (1976-2016). The task is: Predict the reactants needed to synthesize the given product. (1) Given the product [OH:1][C:2]1[CH:17]=[CH:16][C:5]2[NH:6][C:7]([CH:9]([C:10]3[N:39]([CH3:40])[C:20]4[CH:21]=[C:22]([C:23]([NH:25][CH2:26][CH2:27][O:28][C:29]5[CH:34]=[CH:33][CH:32]=[CH:31][C:30]=5[O:35][CH3:36])=[O:24])[CH:37]=[CH:38][C:19]=4[N:18]=3)[CH3:15])=[N:8][C:4]=2[CH:3]=1, predict the reactants needed to synthesize it. The reactants are: [OH:1][C:2]1[CH:17]=[CH:16][C:5]2[NH:6][C:7]([CH:9]([CH3:15])[C:10](OCC)=O)=[N:8][C:4]=2[CH:3]=1.[NH2:18][C:19]1[CH:38]=[CH:37][C:22]([C:23]([NH:25][CH2:26][CH2:27][O:28][C:29]2[CH:34]=[CH:33][CH:32]=[CH:31][C:30]=2[O:35][CH3:36])=[O:24])=[CH:21][C:20]=1[NH:39][CH3:40]. (2) Given the product [ClH:1].[Cl:1][C:2]1[CH:7]=[CH:6][C:5]([F:8])=[CH:4][C:3]=1[C@H:9]1[CH2:13][CH2:12][CH2:11][N:10]1[C:14]1[CH:19]=[CH:18][N:17]2[N:20]=[CH:21][C:22]([NH:23][C:24]([N:26]3[CH2:31][CH2:30][NH:29][C@@H:28]([CH3:39])[CH2:27]3)=[O:25])=[C:16]2[N:15]=1.[ClH:40], predict the reactants needed to synthesize it. The reactants are: [Cl:1][C:2]1[CH:7]=[CH:6][C:5]([F:8])=[CH:4][C:3]=1[C@H:9]1[CH2:13][CH2:12][CH2:11][N:10]1[C:14]1[CH:19]=[CH:18][N:17]2[N:20]=[CH:21][C:22]([NH:23][C:24]([N:26]3[CH2:31][CH2:30][N:29](C(OC(C)(C)C)=O)[C@@H:28]([CH3:39])[CH2:27]3)=[O:25])=[C:16]2[N:15]=1.[ClH:40]. (3) Given the product [NH:1]1[CH2:2][CH2:3][CH:4]([O:7][C@@H:8]2[CH2:13][CH2:12][C@H:11]([C:14]([O:16][CH2:17][CH3:18])=[O:15])[CH2:10][CH2:9]2)[CH2:5][CH2:6]1, predict the reactants needed to synthesize it. The reactants are: [N:1]1[CH:6]=[CH:5][C:4]([O:7][C@@H:8]2[CH2:13][CH2:12][C@H:11]([C:14]([O:16][CH2:17][CH3:18])=[O:15])[CH2:10][CH2:9]2)=[CH:3][CH:2]=1. (4) Given the product [C:1]([O:5][C:6]([N:8]1[CH2:13][CH2:12][N:11]([C:14]2[C:23]3[C:18](=[CH:19][C:20]([Cl:24])=[CH:21][CH:22]=3)[N:17]=[C:16]([NH:31][CH2:28][CH2:29][CH3:30])[CH:15]=2)[CH2:10][CH2:9]1)=[O:7])([CH3:4])([CH3:3])[CH3:2], predict the reactants needed to synthesize it. The reactants are: [C:1]([O:5][C:6]([N:8]1[CH2:13][CH2:12][N:11]([C:14]2[C:23]3[C:18](=[CH:19][C:20]([Cl:24])=[CH:21][CH:22]=3)[NH:17][C:16](=O)[CH:15]=2)[CH2:10][CH2:9]1)=[O:7])([CH3:4])([CH3:3])[CH3:2].[H-].[Na+].[CH2:28]([NH2:31])[CH2:29][CH3:30]. (5) The reactants are: [Cl:1][C:2]1[CH:7]=[CH:6][C:5]([CH2:8][CH2:9][C:10]([NH:12][CH2:13][CH:14]2[CH2:41][CH2:40][C:17]3[N:18](C(C4C=CC=CC=4)(C4C=CC=CC=4)C4C=CC=CC=4)[CH:19]=[N:20][C:16]=3[CH2:15]2)=[O:11])=[CH:4][CH:3]=1.ClC1C=CC(CCC(NCC2CCC3N=CN(C(C4C=CC=CC=4)(C4C=CC=CC=4)C4C=CC=CC=4)C=3C2)=O)=CC=1. Given the product [Cl:1][C:2]1[CH:3]=[CH:4][C:5]([CH2:8][CH2:9][C:10]([NH:12][CH2:13][CH:14]2[CH2:41][CH2:40][C:17]3[NH:18][CH:19]=[N:20][C:16]=3[CH2:15]2)=[O:11])=[CH:6][CH:7]=1, predict the reactants needed to synthesize it. (6) Given the product [CH3:1][O:2][C:3]1[CH:11]=[CH:10][C:6]([C:7]([NH:27][CH3:26])=[O:8])=[CH:5][C:4]=1/[CH:12]=[CH:13]/[C:14]1[CH:19]=[CH:18][C:17]([O:20][C:21]([F:24])([F:23])[F:22])=[CH:16][CH:15]=1, predict the reactants needed to synthesize it. The reactants are: [CH3:1][O:2][C:3]1[CH:11]=[CH:10][C:6]([C:7](O)=[O:8])=[CH:5][C:4]=1/[CH:12]=[CH:13]/[C:14]1[CH:19]=[CH:18][C:17]([O:20][C:21]([F:24])([F:23])[F:22])=[CH:16][CH:15]=1.Cl.[CH3:26][NH2:27]. (7) Given the product [CH2:13]([S:10]([C:7]1[CH:6]=[CH:5][C:4]([N+:1]([O-:3])=[O:2])=[CH:9][CH:8]=1)(=[N:12][C:16]([O:18][C@@H:19]1[CH2:20][C@H:21]([CH3:28])[CH2:22][CH2:23][C@H:24]1[CH:25]([CH3:27])[CH3:26])=[O:17])=[O:11])[CH3:14], predict the reactants needed to synthesize it. The reactants are: [N+:1]([C:4]1[CH:9]=[CH:8][C:7]([S:10]([CH2:13][CH3:14])(=[NH:12])=[O:11])=[CH:6][CH:5]=1)([O-:3])=[O:2].Cl[C:16]([O:18][CH:19]1[CH:24]([CH:25]([CH3:27])[CH3:26])[CH2:23][CH2:22][CH:21]([CH3:28])[CH2:20]1)=[O:17].[Na+].[Cl-]. (8) Given the product [NH2:1][C:2]1[C:7]2[C:8]3[CH:14]=[CH:13][C:12]([C:19]4[CH:24]=[CH:23][CH:22]=[CH:21][CH:20]=4)=[CH:11][C:9]=3[S:10][C:6]=2[C:5]([C:16]([NH2:18])=[O:17])=[CH:4][N:3]=1, predict the reactants needed to synthesize it. The reactants are: [NH2:1][C:2]1[C:7]2[C:8]3[CH:14]=[CH:13][C:12](Br)=[CH:11][C:9]=3[S:10][C:6]=2[C:5]([C:16]([NH2:18])=[O:17])=[CH:4][N:3]=1.[C:19]1(B(O)O)[CH:24]=[CH:23][CH:22]=[CH:21][CH:20]=1.C([O-])([O-])=O.[Na+].[Na+].